This data is from Catalyst prediction with 721,799 reactions and 888 catalyst types from USPTO. The task is: Predict which catalyst facilitates the given reaction. (1) Reactant: C([O:5][C:6]([CH2:8][C@H:9]([C@H:11]([CH2:13][OH:14])[OH:12])[OH:10])=O)(C)(C)C. Product: [O:5]=[CH:6][CH2:8][C@H:9]([C@H:11]([CH2:13][OH:14])[OH:12])[OH:10]. The catalyst class is: 15. (2) Reactant: I[C:2]1[C:10]2[C:5](=[N:6][CH:7]=[N:8][C:9]=2[NH2:11])[N:4]([CH:12]2[CH2:15][N:14]([CH3:16])[CH2:13]2)[N:3]=1.[CH3:17][C:18]1[CH:19]=[C:20]([CH3:43])[C:21]2[O:25][C:24]([NH:26][C:27]3[CH:32]=[CH:31][C:30](B4OC(C)(C)C(C)(C)O4)=[CH:29][CH:28]=3)=[N:23][C:22]=2[CH:42]=1.C(=O)([O-])[O-].[Na+].[Na+]. Product: [NH2:11][C:9]1[N:8]=[CH:7][N:6]=[C:5]2[N:4]([CH:12]3[CH2:15][N:14]([CH3:16])[CH2:13]3)[N:3]=[C:2]([C:30]3[CH:29]=[CH:28][C:27]([NH:26][C:24]4[O:25][C:21]5[C:20]([CH3:43])=[CH:19][C:18]([CH3:17])=[CH:42][C:22]=5[N:23]=4)=[CH:32][CH:31]=3)[C:10]=12. The catalyst class is: 659. (3) Reactant: [O:1]1[C:10]2[CH:9]=[C:8]([CH2:11][N:12]([CH:20]3[CH2:25][CH2:24][N:23]([CH2:26][CH2:27][N:28]4[C:33](=[O:34])[CH:32]=[N:31][C:30]5[CH:35]=[CH:36][C:37]([F:39])=[N:38][C:29]4=5)[CH2:22][CH2:21]3)C(=O)OC(C)(C)C)[N:7]=[CH:6][C:5]=2[O:4][CH2:3][CH2:2]1.[ClH:40].C(OCC)(=O)C. Product: [ClH:40].[O:1]1[C:10]2[CH:9]=[C:8]([CH2:11][NH:12][CH:20]3[CH2:25][CH2:24][N:23]([CH2:26][CH2:27][N:28]4[C:33](=[O:34])[CH:32]=[N:31][C:30]5[CH:35]=[CH:36][C:37]([F:39])=[N:38][C:29]4=5)[CH2:22][CH2:21]3)[N:7]=[CH:6][C:5]=2[O:4][CH2:3][CH2:2]1. The catalyst class is: 5.